Dataset: Reaction yield outcomes from USPTO patents with 853,638 reactions. Task: Predict the reaction yield, written as a fraction of the theoretical maximum amount of product (1.0 means a 100% yield; for example, 0.34 means a 34% yield). (1) The reactants are [F:1][C:2]1[C:10]([O:11][C:12]2[C:21]3[C:16](=[CH:17][C:18]([OH:24])=[C:19]([O:22][CH3:23])[CH:20]=3)[N:15]=[N:14][CH:13]=2)=[CH:9][CH:8]=[C:7]2[C:3]=1[CH:4]=[C:5]([CH3:25])[NH:6]2.O[CH2:27][CH2:28][CH2:29][N:30]1[CH2:35][CH2:34][N:33]([CH3:36])[CH2:32][CH2:31]1. No catalyst specified. The product is [F:1][C:2]1[C:10]([O:11][C:12]2[C:21]3[C:16](=[CH:17][C:18]([O:24][CH2:27][CH2:28][CH2:29][N:30]4[CH2:35][CH2:34][N:33]([CH3:36])[CH2:32][CH2:31]4)=[C:19]([O:22][CH3:23])[CH:20]=3)[N:15]=[N:14][CH:13]=2)=[CH:9][CH:8]=[C:7]2[C:3]=1[CH:4]=[C:5]([CH3:25])[NH:6]2. The yield is 0.280. (2) The reactants are [C:1]([C:3]1[C:4]([C:21]([F:24])([F:23])[F:22])=[C:5]2[C:9](=[CH:10][CH:11]=1)[N:8]([CH2:12]/[C:13](=[N:16]/[H])/[NH:14][OH:15])[C:7]([CH2:18][CH2:19][CH3:20])=[CH:6]2)#[N:2].[C:25]([C:27]1[CH:28]=[C:29]([CH:33]=[CH:34][CH:35]=1)[C:30](Cl)=O)#[N:26].C(N(CC)C(C)C)(C)C. The catalyst is C(#N)C. The product is [C:25]([C:27]1[CH:28]=[C:29]([C:30]2[O:15][N:14]=[C:13]([CH2:12][N:8]3[C:9]4[C:5](=[C:4]([C:21]([F:24])([F:23])[F:22])[C:3]([C:1]#[N:2])=[CH:11][CH:10]=4)[CH:6]=[C:7]3[CH2:18][CH2:19][CH3:20])[N:16]=2)[CH:33]=[CH:34][CH:35]=1)#[N:26]. The yield is 0.590. (3) The reactants are [N+:1]([C:4]1[CH:10]=[CH:9][CH:8]=[CH:7][C:5]=1[NH2:6])([O-:3])=[O:2].C([O:13][CH:14]=[C:15]([C:19](O)=O)[C:16]([OH:18])=[O:17])C.C(OCC)C. The catalyst is C1(OC2C=CC=CC=2)C=CC=CC=1.[OH-].[Na+]. The product is [N+:1]([C:4]1[CH:10]=[CH:9][CH:8]=[C:7]2[C:5]=1[NH:6][CH:19]=[C:15]([C:16]([OH:18])=[O:17])[C:14]2=[O:13])([O-:3])=[O:2]. The yield is 0.470. (4) The reactants are C(O[CH:5]1[CH2:10][CH2:9][N:8]([C:11]2[CH:16]=[CH:15][C:14]([B:17]3[O:21][C:20]([CH3:23])([CH3:22])[C:19]([CH3:25])([CH3:24])[O:18]3)=[CH:13][CH:12]=2)[CH2:7][CH2:6]1)(=O)C.BrC1C=C[C:30]([N:33]2CCC(N(C)C)C[CH2:34]2)=CC=1. No catalyst specified. The product is [CH3:30][N:33]([CH3:34])[CH:5]1[CH2:10][CH2:9][N:8]([C:11]2[CH:16]=[CH:15][C:14]([B:17]3[O:21][C:20]([CH3:23])([CH3:22])[C:19]([CH3:25])([CH3:24])[O:18]3)=[CH:13][CH:12]=2)[CH2:7][CH2:6]1. The yield is 0.230.